Dataset: Catalyst prediction with 721,799 reactions and 888 catalyst types from USPTO. Task: Predict which catalyst facilitates the given reaction. (1) Reactant: [H-].[H-].[H-].[H-].[Li+].[Al+3].[CH2:7]([N:14]1[CH2:19][CH2:18][N:17]([CH2:20][C:21]2[CH:26]=[CH:25][CH:24]=[CH:23][CH:22]=2)[CH2:16][CH:15]1[C:27]([F:30])([F:29])[F:28])[C:8]1[CH:13]=[CH:12][CH:11]=[CH:10][CH:9]=1. Product: [CH2:20]([N:17]1[CH2:18][CH2:19][N:14]([CH2:7][C:8]2[CH:9]=[CH:10][CH:11]=[CH:12][CH:13]=2)[CH:15]([C:27]([F:29])([F:30])[F:28])[CH2:16]1)[C:21]1[CH:22]=[CH:23][CH:24]=[CH:25][CH:26]=1.[F:28][C:27]([F:30])([F:29])[CH:15]1[CH2:16][NH:17][CH2:18][CH2:19][NH:14]1. The catalyst class is: 52. (2) Reactant: [N+:1]([C:4]1[CH:13]=[CH:12][C:7]([CH2:8][CH:9]([CH3:11])[NH2:10])=[CH:6][CH:5]=1)([O-])=O.[C:14]([NH2:20])([C:16]([F:19])([F:18])[F:17])=[O:15]. Product: [NH2:1][C:4]1[CH:5]=[CH:6][C:7]([CH2:8][CH:9]([CH3:11])[NH2:10])=[CH:12][CH:13]=1.[C:14]([NH2:20])([C:16]([F:19])([F:18])[F:17])=[O:15]. The catalyst class is: 29. (3) Reactant: [CH:1]1([NH:6][C:7]2[N:12]3[N:13]=[C:14]([C:23]4[CH:28]=[CH:27][C:26]([O:29][CH3:30])=[CH:25][CH:24]=4)[C:15]([C:16](=O)/[CH:17]=[CH:18]/N(C)C)=[C:11]3[CH:10]=[CH:9][CH:8]=2)[CH2:5][CH2:4][CH2:3][CH2:2]1.[N+]([O-])([O-])=O.[C:35]([C:43]1[CH:44]=[C:45]([NH:49][C:50]([NH2:52])=[NH2+:51])[CH:46]=[CH:47][CH:48]=1)(=[O:42])[C:36]1[CH:41]=[CH:40][CH:39]=[CH:38][CH:37]=1.C(=O)([O-])[O-].[K+].[K+].CCOCC. Product: [CH:1]1([NH:6][C:7]2[N:12]3[N:13]=[C:14]([C:23]4[CH:28]=[CH:27][C:26]([O:29][CH3:30])=[CH:25][CH:24]=4)[C:15]([C:16]4[CH:17]=[CH:18][N:52]=[C:50]([NH:49][C:45]5[CH:44]=[C:43]([C:35]([C:36]6[CH:41]=[CH:40][CH:39]=[CH:38][CH:37]=6)=[O:42])[CH:48]=[CH:47][CH:46]=5)[N:51]=4)=[C:11]3[CH:10]=[CH:9][CH:8]=2)[CH2:2][CH2:3][CH2:4][CH2:5]1. The catalyst class is: 35. (4) Reactant: [O:1]=[C:2]1[N:6]([CH:7]2[CH2:12][CH2:11][N:10]([C:13]3([CH3:25])[CH2:17][CH2:16][N:15](C(OC(C)(C)C)=O)[CH2:14]3)[CH2:9][CH2:8]2)[C@H:5]2[CH2:26][CH2:27][CH2:28][CH2:29][C@@H:4]2[NH:3]1.Cl. Product: [CH3:25][C:13]1([N:10]2[CH2:11][CH2:12][CH:7]([N:6]3[C@H:5]4[CH2:26][CH2:27][CH2:28][CH2:29][C@@H:4]4[NH:3][C:2]3=[O:1])[CH2:8][CH2:9]2)[CH2:17][CH2:16][NH:15][CH2:14]1. The catalyst class is: 12. (5) Product: [CH3:31][O:30][CH2:29][CH2:28][CH2:27][CH2:26][C:25]1[N:24]([C:32]2[CH:37]=[CH:36][CH:35]=[CH:34][C:33]=2[CH3:38])[N:23]=[N:22][C:21]=1[C:19]([N:14]([CH2:15][CH:16]([CH3:17])[CH3:18])[C@H:12]1[CH2:11][C@@H:10]([C:39]([N:42]2[CH2:47][CH2:46][O:45][CH2:44][CH2:43]2)=[O:40])[CH2:9][N:8]([C:6]([O:5][C:1]([CH3:3])([CH3:4])[CH3:2])=[O:7])[CH2:13]1)=[O:20]. Reactant: [C:1]([O:5][C:6]([N:8]1[CH2:13][C@@H:12]([N:14]([C:19]([C:21]2[N:22]=[N:23][N:24]([C:32]3[CH:37]=[CH:36][CH:35]=[CH:34][C:33]=3[CH3:38])[C:25]=2[CH2:26][CH2:27][CH2:28][CH2:29][O:30][CH3:31])=[O:20])[CH2:15][CH:16]([CH3:18])[CH3:17])[CH2:11][C@@H:10]([C:39](O)=[O:40])[CH2:9]1)=[O:7])([CH3:4])([CH3:3])[CH3:2].[NH:42]1[CH2:47][CH2:46][O:45][CH2:44][CH2:43]1.CCN=C=NCCCN(C)C.Cl.C1C=CC2N(O)N=NC=2C=1.C(N(C(C)C)CC)(C)C.C(=O)([O-])O.[Na+]. The catalyst class is: 3.